This data is from Peptide-MHC class II binding affinity with 134,281 pairs from IEDB. The task is: Regression. Given a peptide amino acid sequence and an MHC pseudo amino acid sequence, predict their binding affinity value. This is MHC class II binding data. (1) The peptide sequence is YGVEGTKTPVSPGEM. The MHC is HLA-DQA10201-DQB10303 with pseudo-sequence HLA-DQA10201-DQB10303. The binding affinity (normalized) is 0.516. (2) The peptide sequence is NEEPIAPYHFDLSGH. The MHC is HLA-DQA10501-DQB10301 with pseudo-sequence HLA-DQA10501-DQB10301. The binding affinity (normalized) is 0.208. (3) The peptide sequence is EAMEKELREAFRLYD. The MHC is DRB1_0101 with pseudo-sequence DRB1_0101. The binding affinity (normalized) is 0.372. (4) The peptide sequence is GNQNFLTVFDSTSCN. The MHC is DRB1_0405 with pseudo-sequence DRB1_0405. The binding affinity (normalized) is 0.359. (5) The peptide sequence is LRTLVLAPTRVVLSE. The MHC is DRB1_1301 with pseudo-sequence DRB1_1301. The binding affinity (normalized) is 0.834. (6) The peptide sequence is YDKFLANVSTVLYGK. The MHC is DRB1_0401 with pseudo-sequence DRB1_0401. The binding affinity (normalized) is 0.192. (7) The peptide sequence is CGLNSVDSLEHEMWR. The MHC is DRB1_0301 with pseudo-sequence DRB1_0301. The binding affinity (normalized) is 0.355.